This data is from Reaction yield outcomes from USPTO patents with 853,638 reactions. The task is: Predict the reaction yield, written as a fraction of the theoretical maximum amount of product (1.0 means a 100% yield; for example, 0.34 means a 34% yield). (1) The reactants are C[O:2][C:3]([C:5]1[CH:6]=[C:7]([NH:11][C:12]2[N:17]=[C:16]([NH:18][C:19]3[CH:24]=[CH:23][CH:22]=[C:21]([C:25]([O:27]C)=[O:26])[CH:20]=3)[C:15]([F:29])=[CH:14][N:13]=2)[CH:8]=[CH:9][CH:10]=1)=[O:4].[OH-].[Na+]. The catalyst is C1COCC1.O.C(OCC)(=O)C. The product is [C:3]([C:5]1[CH:6]=[C:7]([NH:11][C:12]2[N:17]=[C:16]([NH:18][C:19]3[CH:24]=[CH:23][CH:22]=[C:21]([C:25]([OH:27])=[O:26])[CH:20]=3)[C:15]([F:29])=[CH:14][N:13]=2)[CH:8]=[CH:9][CH:10]=1)([OH:4])=[O:2]. The yield is 0.580. (2) The reactants are [NH2:1][C:2]1[CH:10]=[CH:9][CH:8]=[C:7]([Cl:11])[C:3]=1[C:4]([OH:6])=O.O=S(Cl)Cl.[Cl:16][C:17]1[CH:23]=[CH:22][CH:21]=[CH:20][C:18]=1[NH2:19].C(Cl)(Cl)Cl. The catalyst is C1C=CC=CC=1. The product is [NH2:1][C:2]1[CH:10]=[CH:9][CH:8]=[C:7]([Cl:11])[C:3]=1[C:4]([NH:19][C:18]1[CH:20]=[CH:21][CH:22]=[CH:23][C:17]=1[Cl:16])=[O:6]. The yield is 0.260. (3) The reactants are [F:1][C:2]([F:9])([F:8])[C:3]1[CH:7]=[CH:6][NH:5][N:4]=1.O[CH:11]1[CH2:16][CH2:15][N:14]([C:17]([O:19][C:20]([CH3:23])([CH3:22])[CH3:21])=[O:18])[CH2:13][CH2:12]1.C1(P(C2C=CC=CC=2)C2C=CC=CC=2)C=CC=CC=1.N(C(OC(C)C)=O)=NC(OC(C)C)=O. The catalyst is O1CCCC1. The product is [F:1][C:2]([F:9])([F:8])[C:3]1[CH:7]=[CH:6][N:5]([CH:11]2[CH2:16][CH2:15][N:14]([C:17]([O:19][C:20]([CH3:23])([CH3:22])[CH3:21])=[O:18])[CH2:13][CH2:12]2)[N:4]=1. The yield is 0.450. (4) The reactants are O=[C:2]([CH:8]1[CH2:12][CH2:11][CH2:10][C:9]1=O)[C:3]([O:5][CH2:6][CH3:7])=[O:4].[Br:14][C:15]1[CH:16]=[CH:17][C:18]([F:23])=[C:19]([NH:21][NH2:22])[CH:20]=1. No catalyst specified. The product is [Br:14][C:15]1[CH:16]=[CH:17][C:18]([F:23])=[C:19]([N:21]2[C:9]3[CH2:10][CH2:11][CH2:12][C:8]=3[C:2]([C:3]([O:5][CH2:6][CH3:7])=[O:4])=[N:22]2)[CH:20]=1. The yield is 0.680. (5) The yield is 0.670. The catalyst is C1COCC1.C(OCC)(=O)C. The product is [CH2:9]([NH:16][C:17](=[O:18])[NH:1][C:2]([CH3:8])([CH3:7])[CH2:3][C:4]([OH:6])=[O:5])[C:10]1[CH:15]=[CH:14][CH:13]=[CH:12][CH:11]=1. The reactants are [NH2:1][C:2]([CH3:8])([CH3:7])[CH2:3][C:4]([OH:6])=[O:5].[CH2:9]([N:16]=[C:17]=[O:18])[C:10]1[CH:15]=[CH:14][CH:13]=[CH:12][CH:11]=1. (6) The reactants are [CH:1]1([C:7]2[C:15]3[C:10](=[CH:11][C:12]([C:16]([O:18][CH3:19])=[O:17])=[CH:13][CH:14]=3)[NH:9][C:8]=2[C:20]2[CH:25]=[CH:24][CH:23]=[CH:22][C:21]=2[S:26][CH2:27][CH2:28][O:29]C2CCCCO2)[CH2:6][CH2:5][CH2:4][CH2:3][CH2:2]1.Cl.O. The catalyst is O1CCCC1.CO. The product is [CH:1]1([C:7]2[C:15]3[C:10](=[CH:11][C:12]([C:16]([O:18][CH3:19])=[O:17])=[CH:13][CH:14]=3)[NH:9][C:8]=2[C:20]2[CH:25]=[CH:24][CH:23]=[CH:22][C:21]=2[S:26][CH2:27][CH2:28][OH:29])[CH2:6][CH2:5][CH2:4][CH2:3][CH2:2]1. The yield is 0.875. (7) The reactants are COC1C=CC(C[N:8]2[C:12]3=[N:13][CH:14]=[CH:15][C:16]([O:17][C:18]4[CH:23]=[CH:22][C:21]([NH:24][C:25]([CH:27]5[CH2:31][CH2:30][NH:29][C:28]5=[O:32])=[O:26])=[CH:20][C:19]=4[F:33])=[C:11]3[C:10]([CH3:34])=[N:9]2)=CC=1.FC(F)(F)C(O)=O. No catalyst specified. The product is [F:33][C:19]1[CH:20]=[C:21]([NH:24][C:25]([CH:27]2[CH2:31][CH2:30][NH:29][C:28]2=[O:32])=[O:26])[CH:22]=[CH:23][C:18]=1[O:17][C:16]1[CH:15]=[CH:14][N:13]=[C:12]2[NH:8][N:9]=[C:10]([CH3:34])[C:11]=12. The yield is 0.886. (8) The reactants are [Cl:1][C:2]1[C:3]2[CH:13]=[C:12]([O:14][CH3:15])[C:11]([F:16])=[CH:10][C:4]=2[S:5][C:6]=1[C:7](O)=[O:8].C(Cl)(=O)C(Cl)=O.C(N(CC)CC)C.[NH2:30][C:31]1[NH:35][N:34]=[N:33][N:32]=1. The catalyst is C(Cl)Cl.CN(C=O)C.O. The product is [NH:32]1[C:31]([NH:30][C:7]([C:6]2[S:5][C:4]3[CH:10]=[C:11]([F:16])[C:12]([O:14][CH3:15])=[CH:13][C:3]=3[C:2]=2[Cl:1])=[O:8])=[N:35][N:34]=[N:33]1. The yield is 0.920. (9) The reactants are Cl[C:2]1[N:3]=[C:4]2[C:9](=[CH:10][CH:11]=1)[N:8]=[CH:7][C:6]([C:12](=[O:14])[CH3:13])=[C:5]2[NH:15][CH:16]1[CH2:21][CH2:20][CH:19]([CH2:22][N:23]2[CH2:27][CH2:26][C@@H:25]([F:28])[CH2:24]2)[CH2:18][CH2:17]1.[Cl:29][C:30]1[CH:35]=[C:34](B2OC(C)(C)C(C)(C)O2)[CH:33]=[C:32]([Cl:45])[C:31]=1[OH:46]. No catalyst specified. The product is [Cl:29][C:30]1[CH:35]=[C:34]([C:2]2[N:3]=[C:4]3[C:9](=[CH:10][CH:11]=2)[N:8]=[CH:7][C:6]([C:12](=[O:14])[CH3:13])=[C:5]3[NH:15][CH:16]2[CH2:17][CH2:18][CH:19]([CH2:22][N:23]3[CH2:27][CH2:26][C@@H:25]([F:28])[CH2:24]3)[CH2:20][CH2:21]2)[CH:33]=[C:32]([Cl:45])[C:31]=1[OH:46]. The yield is 0.600. (10) The reactants are [CH3:1][C:2]1[CH:7]=[C:6]([CH3:8])[CH:5]=[CH:4][C:3]=1[N:9]1[CH:13]=[CH:12][C:11]([C:14](OCC)=[O:15])=[C:10]1[C:19]([O:21]CC)=O.O.[NH2:25][NH2:26]. The catalyst is C(O)C. The product is [CH3:1][C:2]1[CH:7]=[C:6]([CH3:8])[CH:5]=[CH:4][C:3]=1[N:9]1[C:10]2[C:19](=[O:21])[NH:25][NH:26][C:14](=[O:15])[C:11]=2[CH:12]=[CH:13]1. The yield is 0.890.